From a dataset of NCI-60 drug combinations with 297,098 pairs across 59 cell lines. Regression. Given two drug SMILES strings and cell line genomic features, predict the synergy score measuring deviation from expected non-interaction effect. (1) Drug 1: CNC(=O)C1=NC=CC(=C1)OC2=CC=C(C=C2)NC(=O)NC3=CC(=C(C=C3)Cl)C(F)(F)F. Drug 2: C(CC(=O)O)C(=O)CN.Cl. Cell line: MCF7. Synergy scores: CSS=-5.48, Synergy_ZIP=2.29, Synergy_Bliss=2.54, Synergy_Loewe=-6.60, Synergy_HSA=-5.63. (2) Drug 1: C1=CC(=C2C(=C1NCCNCCO)C(=O)C3=C(C=CC(=C3C2=O)O)O)NCCNCCO. Drug 2: CN1C(=O)N2C=NC(=C2N=N1)C(=O)N. Cell line: RXF 393. Synergy scores: CSS=24.8, Synergy_ZIP=-2.26, Synergy_Bliss=0.212, Synergy_Loewe=-21.3, Synergy_HSA=-1.14. (3) Drug 1: C1=NC2=C(N1)C(=S)N=C(N2)N. Drug 2: CC=C1C(=O)NC(C(=O)OC2CC(=O)NC(C(=O)NC(CSSCCC=C2)C(=O)N1)C(C)C)C(C)C. Cell line: U251. Synergy scores: CSS=75.3, Synergy_ZIP=-9.56, Synergy_Bliss=-4.42, Synergy_Loewe=-16.9, Synergy_HSA=-1.70. (4) Synergy scores: CSS=27.7, Synergy_ZIP=4.80, Synergy_Bliss=1.45, Synergy_Loewe=-26.1, Synergy_HSA=-4.32. Drug 2: CC1CCCC2(C(O2)CC(NC(=O)CC(C(C(=O)C(C1O)C)(C)C)O)C(=CC3=CSC(=N3)C)C)C. Drug 1: COC1=C2C(=CC3=C1OC=C3)C=CC(=O)O2. Cell line: NCI-H226.